From a dataset of Reaction yield outcomes from USPTO patents with 853,638 reactions. Predict the reaction yield, written as a fraction of the theoretical maximum amount of product (1.0 means a 100% yield; for example, 0.34 means a 34% yield). The reactants are [C:1]([O:5][C:6]([N:8]1[C:17]2[C:12](=[CH:13][C:14]([CH2:18][CH2:19][CH2:20][CH2:21][CH2:22]OS(C)(=O)=O)=[CH:15][CH:16]=2)[CH2:11][CH2:10][CH2:9]1)=[O:7])([CH3:4])([CH3:3])[CH3:2].[CH2:28]([CH2:31][NH2:32])[CH:29]=C.[CH3:33]N(C=O)C. No catalyst specified. The product is [C:1]([O:5][C:6]([N:8]1[C:17]2[C:12](=[CH:13][C:14]([CH2:18][CH2:19][CH2:20][CH2:21][CH2:22][N:32]([CH2:31][CH:28]=[CH2:29])[CH3:33])=[CH:15][CH:16]=2)[CH2:11][CH2:10][CH2:9]1)=[O:7])([CH3:4])([CH3:3])[CH3:2]. The yield is 0.890.